This data is from Human liver microsome stability data. The task is: Regression/Classification. Given a drug SMILES string, predict its absorption, distribution, metabolism, or excretion properties. Task type varies by dataset: regression for continuous measurements (e.g., permeability, clearance, half-life) or binary classification for categorical outcomes (e.g., BBB penetration, CYP inhibition). Dataset: hlm. The drug is C[C@H]1CN(C[C@H](Cc2ccccc2)C(=O)NCC(=O)O)CC[C@H]1c1cccc(O)c1. The result is 0 (unstable in human liver microsomes).